The task is: Predict the product of the given reaction.. This data is from Forward reaction prediction with 1.9M reactions from USPTO patents (1976-2016). (1) Given the reactants [Cl:1][C:2]1[CH:3]=[CH:4][C:5]2[N:11](CC3C=CC(OC)=CC=3OC)[C:10](=[O:23])[C@@H:9]([CH2:24][C:25]([O:27][CH2:28][CH3:29])=[O:26])[O:8][C@H:7]([C:30]3[CH:35]=[CH:34][CH:33]=[C:32]([O:36][CH3:37])[C:31]=3[Cl:38])[C:6]=2[CH:39]=1.[N+]([O-])([O-])=O.[Ce+4].[Ce+4].[NH4+].[N+]([O-])([O-])=O.[N+]([O-])([O-])=O.[N+]([O-])([O-])=O.[N+]([O-])([O-])=O.[N+]([O-])([O-])=O.[N+]([O-])([O-])=O.[N+]([O-])([O-])=O.[N+]([O-])([O-])=O.C(=O)(O)[O-].[Na+], predict the reaction product. The product is: [Cl:1][C:2]1[CH:3]=[CH:4][C:5]2[NH:11][C:10](=[O:23])[C@@H:9]([CH2:24][C:25]([O:27][CH2:28][CH3:29])=[O:26])[O:8][C@H:7]([C:30]3[CH:35]=[CH:34][CH:33]=[C:32]([O:36][CH3:37])[C:31]=3[Cl:38])[C:6]=2[CH:39]=1. (2) Given the reactants [CH2:1]([N:8]1[CH2:16][C:15]2[C:14]([N:17]3[CH2:22][CH2:21][O:20][CH2:19][CH2:18]3)=[N:13][C:12]([C:23]3[CH:28]=[CH:27][C:26]([N+:29]([O-])=O)=[CH:25][CH:24]=3)=[N:11][C:10]=2[C:9]1=[O:32])[C:2]1[CH:7]=[CH:6][CH:5]=[CH:4][CH:3]=1.C(O)C, predict the reaction product. The product is: [CH2:1]([N:8]1[CH2:16][C:15]2[C:14]([N:17]3[CH2:22][CH2:21][O:20][CH2:19][CH2:18]3)=[N:13][C:12]([C:23]3[CH:24]=[CH:25][C:26]([NH2:29])=[CH:27][CH:28]=3)=[N:11][C:10]=2[C:9]1=[O:32])[C:2]1[CH:7]=[CH:6][CH:5]=[CH:4][CH:3]=1. (3) Given the reactants C([O:3][C:4](=[O:21])[CH2:5][O:6][C:7]1[C:11]2=[N:12][CH:13]=[CH:14][CH:15]=[C:10]2[S:9][C:8]=1[C:16]([O:18]CC)=[O:17])C.O.[OH-].[Li+], predict the reaction product. The product is: [C:4]([CH2:5][O:6][C:7]1[C:11]2=[N:12][CH:13]=[CH:14][CH:15]=[C:10]2[S:9][C:8]=1[C:16]([OH:18])=[O:17])([OH:21])=[O:3]. (4) Given the reactants [CH3:1][O:2][C:3]([C:5]1[N:6]([CH3:24])[C:7](Br)=[C:8]([C:17]2[CH:22]=[CH:21][N:20]=[CH:19][CH:18]=2)[C:9]=1[C:10]1[CH:15]=[CH:14][C:13]([F:16])=[CH:12][CH:11]=1)=[O:4].[C:42]1([CH3:45])[CH:43]=[CH:44][C:39](P([C:39]2[CH:44]=[CH:43][C:42]([CH3:45])=[CH:41][CH:40]=2)[C:39]2[CH:44]=[CH:43][C:42]([CH3:45])=[CH:41][CH:40]=2)=[CH:40][CH:41]=1.[C:47](=[O:50])([O-])[O-:48].[Na+].[Na+], predict the reaction product. The product is: [C:42]1([CH2:45][O:48][C:47]([N:20]2[CH2:19][CH:18]=[C:17]([C:7]3[N:6]([CH3:24])[C:5]([C:3]([O:2][CH3:1])=[O:4])=[C:9]([C:10]4[CH:15]=[CH:14][C:13]([F:16])=[CH:12][CH:11]=4)[C:8]=3[C:17]3[CH:22]=[CH:21][N:20]=[CH:19][CH:18]=3)[CH2:22][CH2:21]2)=[O:50])[CH:41]=[CH:40][CH:39]=[CH:44][CH:43]=1. (5) Given the reactants [NH2:1][C:2]1[C:3]([C:16]2[CH:24]=[CH:23][C:19]([C:20](O)=[O:21])=[C:18]([F:25])[CH:17]=2)=[N:4][C:5]([C@@H:8]2[CH2:13][CH2:12][C@@H:11]([OH:14])[C@H:10]([F:15])[CH2:9]2)=[CH:6][N:7]=1.Cl.[NH2:27][C@@H:28]([C:31]1[CH:36]=[C:35]([F:37])[CH:34]=[C:33]([Br:38])[CH:32]=1)[CH2:29][OH:30].C(Cl)CCl.CCN(C(C)C)C(C)C.C(O)(C(F)(F)F)=O, predict the reaction product. The product is: [NH2:1][C:2]1[C:3]([C:16]2[CH:24]=[CH:23][C:19]([C:20]([NH:27][C@@H:28]([C:31]3[CH:36]=[C:35]([F:37])[CH:34]=[C:33]([Br:38])[CH:32]=3)[CH2:29][OH:30])=[O:21])=[C:18]([F:25])[CH:17]=2)=[N:4][C:5]([C@@H:8]2[CH2:13][CH2:12][C@@H:11]([OH:14])[C@H:10]([F:15])[CH2:9]2)=[CH:6][N:7]=1. (6) Given the reactants [NH:1]1[C:9]2[C:4](=[CH:5][CH:6]=[CH:7][CH:8]=2)[CH:3]=[C:2]1/[CH:10]=[CH:11]/[C:12]([O:14][CH2:15][CH3:16])=[O:13].Br[CH2:18][C:19]([O:21][C:22]([CH3:25])([CH3:24])[CH3:23])=[O:20].C([O-])([O-])=O.[Cs+].[Cs+], predict the reaction product. The product is: [C:22]([O:21][C:19](=[O:20])[CH2:18][N:1]1[C:9]2[C:4](=[CH:5][CH:6]=[CH:7][CH:8]=2)[CH:3]=[C:2]1/[CH:10]=[CH:11]/[C:12]([O:14][CH2:15][CH3:16])=[O:13])([CH3:25])([CH3:24])[CH3:23]. (7) Given the reactants FC1C=CC(NC(=O)NC2C=CC(C3C=C4C(=CC=3)C(=O)N([C@@H](C(C)C)C(O)=O)C4)=CC=2)=CC=1.[CH3:35][CH:36]([CH3:72])[C@H:37]([N:42]1[CH2:50][C:49]2[C:44](=[CH:45][CH:46]=[C:47]([C:51]3[CH:56]=[CH:55][C:54]([NH:57][C:58]([NH:60][C:61]4[CH:66]=[CH:65][C:64]([C:67]([F:70])([F:69])[F:68])=[CH:63][CH:62]=4)=[O:59])=[CH:53][CH:52]=3)[CH:48]=2)[C:43]1=[O:71])[C:38]([O:40]C)=[O:39], predict the reaction product. The product is: [CH3:35][CH:36]([CH3:72])[C@H:37]([N:42]1[CH2:50][C:49]2[C:44](=[CH:45][CH:46]=[C:47]([C:51]3[CH:52]=[CH:53][C:54]([NH:57][C:58]([NH:60][C:61]4[CH:62]=[CH:63][C:64]([C:67]([F:70])([F:68])[F:69])=[CH:65][CH:66]=4)=[O:59])=[CH:55][CH:56]=3)[CH:48]=2)[C:43]1=[O:71])[C:38]([OH:40])=[O:39]. (8) Given the reactants [NH:1]1[C:9]2[C:4](=[CH:5][CH:6]=[CH:7][CH:8]=2)[C:3]([C:10]([OH:12])=O)=[CH:2]1.C(N1C=CN=C1)(N1C=CN=C1)=O.[Cl:25][C:26]1[CH:27]=[C:28]2[C:37](=[CH:38][CH:39]=1)[C:36]([NH:40][CH2:41][CH2:42][CH2:43][CH2:44][CH2:45][CH2:46][CH2:47][CH2:48][NH2:49])=[C:35]1[C:30]([CH2:31][CH2:32][CH2:33][CH2:34]1)=[N:29]2, predict the reaction product. The product is: [Cl:25][C:26]1[CH:27]=[C:28]2[C:37](=[CH:38][CH:39]=1)[C:36]([NH:40][CH2:41][CH2:42][CH2:43][CH2:44][CH2:45][CH2:46][CH2:47][CH2:48][NH:49][C:10]([C:3]1[C:4]3[C:9](=[CH:8][CH:7]=[CH:6][CH:5]=3)[NH:1][CH:2]=1)=[O:12])=[C:35]1[C:30]([CH2:31][CH2:32][CH2:33][CH2:34]1)=[N:29]2. (9) Given the reactants C([O:3][C:4](=[O:35])[CH:5]=[CH:6][C:7]1[CH:12]=[CH:11][C:10]([C:13]#[C:14][C:15]2[CH:24]=[C:23]([CH:25]3[CH2:27][CH2:26]3)[C:22]3[CH:21]([N:28]([CH:30]4[CH2:32][CH2:31]4)[CH3:29])[CH2:20][CH2:19][C:18]([CH3:34])([CH3:33])[C:17]=3[CH:16]=2)=[CH:9][CH:8]=1)C.[OH-].[Na+], predict the reaction product. The product is: [CH:25]1([C:23]2[C:22]3[CH:21]([N:28]([CH:30]4[CH2:31][CH2:32]4)[CH3:29])[CH2:20][CH2:19][C:18]([CH3:33])([CH3:34])[C:17]=3[CH:16]=[C:15]([C:14]#[C:13][C:10]3[CH:9]=[CH:8][C:7]([CH:6]=[CH:5][C:4]([OH:35])=[O:3])=[CH:12][CH:11]=3)[CH:24]=2)[CH2:27][CH2:26]1. (10) Given the reactants C([O:3][C:4](=[O:26])[CH:5]([C:12]1[CH:17]=[CH:16][C:15]([S:18]([CH:21]2[CH2:25][CH2:24][CH2:23][CH2:22]2)(=[O:20])=[O:19])=[CH:14][CH:13]=1)[CH2:6][CH:7]1[CH2:11][CH2:10][CH2:9][CH2:8]1)C.[OH-].[Li+].Cl, predict the reaction product. The product is: [CH:21]1([S:18]([C:15]2[CH:14]=[CH:13][C:12]([CH:5]([CH2:6][CH:7]3[CH2:8][CH2:9][CH2:10][CH2:11]3)[C:4]([OH:26])=[O:3])=[CH:17][CH:16]=2)(=[O:19])=[O:20])[CH2:22][CH2:23][CH2:24][CH2:25]1.